This data is from Peptide-MHC class II binding affinity with 134,281 pairs from IEDB. The task is: Regression. Given a peptide amino acid sequence and an MHC pseudo amino acid sequence, predict their binding affinity value. This is MHC class II binding data. (1) The MHC is DRB1_0401 with pseudo-sequence DRB1_0401. The peptide sequence is WIILGLNKIVRMYSPTSI. The binding affinity (normalized) is 0.971. (2) The peptide sequence is SLMYFHKRDMRLLSL. The MHC is DRB1_0901 with pseudo-sequence DRB1_0901. The binding affinity (normalized) is 0.553. (3) The peptide sequence is AQMNQAFRNIVNMLH. The MHC is HLA-DQA10501-DQB10301 with pseudo-sequence HLA-DQA10501-DQB10301. The binding affinity (normalized) is 0.207.